From a dataset of Full USPTO retrosynthesis dataset with 1.9M reactions from patents (1976-2016). Predict the reactants needed to synthesize the given product. (1) Given the product [CH:18]([O:17][C:14]1[CH:15]=[CH:16][C:11]([O:10][C:8]2[S:9][C:5]([C:3]3[N:4]=[C:36]([CH:32]([N:23]4[C:24](=[O:31])[C:25]5[C:30](=[CH:29][CH:28]=[CH:27][CH:26]=5)[C:22]4=[O:21])[CH3:33])[O:1][N:2]=3)=[CH:6][N:7]=2)=[CH:12][CH:13]=1)([CH3:20])[CH3:19], predict the reactants needed to synthesize it. The reactants are: [OH:1][N:2]=[C:3]([C:5]1[S:9][C:8]([O:10][C:11]2[CH:16]=[CH:15][C:14]([O:17][CH:18]([CH3:20])[CH3:19])=[CH:13][CH:12]=2)=[N:7][CH:6]=1)[NH2:4].[O:21]=[C:22]1[C:30]2[C:25](=[CH:26][CH:27]=[CH:28][CH:29]=2)[C:24](=[O:31])[N:23]1[CH:32]([CH3:36])[C:33](Cl)=O.CO. (2) Given the product [CH3:4][CH:3]([N:6]1[CH2:11][CH2:10][CH:9]([O:12][CH:13]2[CH2:18][CH2:17][N:16]([C:20]3[N:21]=[N:22][C:23]([C:26]([F:29])([F:28])[F:27])=[CH:24][CH:25]=3)[CH2:15][CH2:14]2)[CH2:8][CH2:7]1)[CH3:5], predict the reactants needed to synthesize it. The reactants are: Cl.Cl.[CH:3]([N:6]1[CH2:11][CH2:10][CH:9]([O:12][CH:13]2[CH2:18][CH2:17][NH:16][CH2:15][CH2:14]2)[CH2:8][CH2:7]1)([CH3:5])[CH3:4].Cl[C:20]1[N:21]=[N:22][C:23]([C:26]([F:29])([F:28])[F:27])=[CH:24][CH:25]=1. (3) The reactants are: Br[C:2]1[CH:7]=[CH:6][CH:5]=[CH:4][C:3]=1[CH:8]([C:10]1[CH:11]=[N:12][CH:13]=[CH:14][CH:15]=1)[OH:9].C1COCC1.[Li]CCCC.[SiH:26](Cl)([CH3:28])[CH3:27]. Given the product [CH3:27][Si:26]1([CH3:28])[C:2]2[CH:7]=[CH:6][CH:5]=[CH:4][C:3]=2[CH:8]([C:10]2[CH:11]=[N:12][CH:13]=[CH:14][CH:15]=2)[O:9]1, predict the reactants needed to synthesize it. (4) The reactants are: [OH-:1].[K+].[Br:3][C:4]1[CH:9]=[CH:8][C:7]([C:10]2([C:13]#N)[CH2:12][CH2:11]2)=[CH:6][CH:5]=1.Cl.C(O)C[OH:18]. Given the product [Br:3][C:4]1[CH:9]=[CH:8][C:7]([C:10]2([C:13]([OH:18])=[O:1])[CH2:12][CH2:11]2)=[CH:6][CH:5]=1, predict the reactants needed to synthesize it. (5) Given the product [Cl:1][C:2]1[CH:10]=[CH:9][CH:8]=[C:7]2[C:3]=1[C:4]([C:17]([NH:20][CH2:21][C:22]1([OH:30])[CH2:27][CH2:26][CH2:25][CH:24]([CH2:28][CH3:29])[CH2:23]1)=[O:19])=[CH:5][N:6]2[CH2:11][CH:12]1[CH2:16][CH2:15][CH2:14][O:13]1, predict the reactants needed to synthesize it. The reactants are: [Cl:1][C:2]1[CH:10]=[CH:9][CH:8]=[C:7]2[C:3]=1[C:4]([C:17]([OH:19])=O)=[CH:5][N:6]2[CH2:11][CH:12]1[CH2:16][CH2:15][CH2:14][O:13]1.[NH2:20][CH2:21][C:22]1([OH:30])[CH2:27][CH2:26][CH2:25][CH:24]([CH2:28][CH3:29])[CH2:23]1.Cl.CN(C)CCCN=C=NCC.N1(O)C2C=CC=CC=2N=N1.CCN(C(C)C)C(C)C. (6) Given the product [CH:1]1([C:4]2[CH:9]=[CH:8][N:7]=[CH:6][C:5]=2[N:10]2[CH2:14][CH2:13][N:12]([C:17]3[CH:22]=[CH:21][N:20]=[C:19]([C:23]([F:26])([F:25])[F:24])[N:18]=3)[C:11]2=[O:15])[CH2:3][CH2:2]1, predict the reactants needed to synthesize it. The reactants are: [CH:1]1([C:4]2[CH:9]=[CH:8][N:7]=[CH:6][C:5]=2[N:10]2[CH2:14][CH2:13][NH:12][C:11]2=[O:15])[CH2:3][CH2:2]1.Cl[C:17]1[CH:22]=[CH:21][N:20]=[C:19]([C:23]([F:26])([F:25])[F:24])[N:18]=1.CN[C@@H]1CCCC[C@H]1NC.P([O-])([O-])([O-])=O.[K+].[K+].[K+]. (7) Given the product [Cl:1][C:2]1[C:11]2[C:6](=[CH:7][CH:8]=[C:9]([CH:12]=[O:13])[CH:10]=2)[N:5]=[CH:4][N:3]=1, predict the reactants needed to synthesize it. The reactants are: [Cl:1][C:2]1[C:11]2[C:6](=[CH:7][CH:8]=[C:9]([CH2:12][OH:13])[CH:10]=2)[N:5]=[CH:4][N:3]=1.CC(OI1(OC(C)=O)(OC(C)=O)OC(=O)C2C=CC=CC1=2)=O. (8) Given the product [CH2:33]([N:32]1[C:14]2[N:15]=[CH:16][C:17]([CH2:19][CH2:20][O:21][C:22]3[C:31]4[C:26](=[CH:27][CH:28]=[CH:29][CH:30]=4)[N:25]=[CH:24][CH:23]=3)=[CH:18][C:13]=2[C:11](=[O:12])[N:10]([CH3:35])[C:9]2[CH:8]=[CH:7][CH:6]=[N:5][C:4]1=2)[CH3:34], predict the reactants needed to synthesize it. The reactants are: [OH-].[Na+].Cl[C:4]1[C:9]([N:10]([CH3:35])[C:11]([C:13]2[C:14]([NH:32][CH2:33][CH3:34])=[N:15][CH:16]=[C:17]([CH2:19][CH2:20][O:21][C:22]3[C:31]4[C:26](=[CH:27][CH:28]=[CH:29][CH:30]=4)[N:25]=[CH:24][CH:23]=3)[CH:18]=2)=[O:12])=[CH:8][CH:7]=[CH:6][N:5]=1. (9) The reactants are: [CH3:1][C:2]1([CH3:16])[C:6]([CH3:8])([CH3:7])[O:5][B:4]([C:9]2[CH:15]=[CH:14][C:12]([NH2:13])=[CH:11][CH:10]=2)[O:3]1.[F:17][C:18]1[CH:23]=[CH:22][CH:21]=[C:20]([N:24]=[C:25]=[O:26])[CH:19]=1. Given the product [F:17][C:18]1[CH:19]=[C:20]([NH:24][C:25]([NH:13][C:12]2[CH:14]=[CH:15][C:9]([B:4]3[O:3][C:2]([CH3:16])([CH3:1])[C:6]([CH3:7])([CH3:8])[O:5]3)=[CH:10][CH:11]=2)=[O:26])[CH:21]=[CH:22][CH:23]=1, predict the reactants needed to synthesize it.